From a dataset of Full USPTO retrosynthesis dataset with 1.9M reactions from patents (1976-2016). Predict the reactants needed to synthesize the given product. (1) The reactants are: CC(C[AlH]CC(C)C)C.C1(C)C=CC=CC=1.C([O:19][C:20](=O)/[CH:21]=[C:22](/[C:24]1[CH:29]=[CH:28][C:27]([C:30]2[CH:35]=[CH:34][C:33](/[C:36](/[CH3:48])=[CH:37]/[CH2:38][O:39][CH2:40][Si:41]([C:44]([CH3:47])([CH3:46])[CH3:45])([CH3:43])[CH3:42])=[CH:32][CH:31]=2)=[CH:26][CH:25]=1)\[CH3:23])C.Cl. Given the product [Si:41]([CH2:40][O:39][CH2:38]/[CH:37]=[C:36](/[C:33]1[CH:32]=[CH:31][C:30]([C:27]2[CH:28]=[CH:29][C:24](/[C:22](/[CH3:23])=[CH:21]/[CH2:20][OH:19])=[CH:25][CH:26]=2)=[CH:35][CH:34]=1)\[CH3:48])([C:44]([CH3:47])([CH3:46])[CH3:45])([CH3:43])[CH3:42], predict the reactants needed to synthesize it. (2) Given the product [F:16][C:5]1[C:4]([C:17]2[O:18][CH:19]=[CH:20][CH:21]=2)=[N:3][C:2]([NH2:1])=[N:7][C:6]=1[O:8][CH2:23][C:24]1[CH:29]=[CH:28][CH:27]=[CH:26][N:25]=1, predict the reactants needed to synthesize it. The reactants are: [NH2:1][C:2]1[N:7]=[C:6]([O:8]S(C(F)(F)F)(=O)=O)[C:5]([F:16])=[C:4]([C:17]2[O:18][CH:19]=[CH:20][CH:21]=2)[N:3]=1.O[CH2:23][C:24]1[CH:29]=[CH:28][CH:27]=[CH:26][N:25]=1.C1CCN2C(=NCCC2)CC1. (3) Given the product [CH2:1]([O:3][C:4]1[CH:13]=[CH:12][C:7]([C:8]([OH:10])=[O:9])=[CH:6][C:5]=1[CH2:14][OH:15])[CH3:2], predict the reactants needed to synthesize it. The reactants are: [CH2:1]([O:3][C:4]1[CH:13]=[CH:12][C:7]([C:8]([O:10]C)=[O:9])=[CH:6][C:5]=1[CH2:14][OH:15])[CH3:2].[OH-].[Na+]. (4) Given the product [CH2:1]([N:9]1[C:17]2[C:12](=[CH:13][C:14]([C:18]3[CH:19]=[C:20]([CH3:24])[CH:21]=[CH:22][CH:23]=3)=[CH:15][CH:16]=2)[C:11]([C:25]([OH:30])=[O:26])=[CH:10]1)[CH2:2][CH2:3][CH2:4][CH2:5][CH2:6][CH2:7][CH3:8], predict the reactants needed to synthesize it. The reactants are: [CH2:1]([N:9]1[C:17]2[C:12](=[CH:13][C:14]([C:18]3[CH:19]=[C:20]([CH3:24])[CH:21]=[CH:22][CH:23]=3)=[CH:15][CH:16]=2)[C:11]([CH:25]=[O:26])=[CH:10]1)[CH2:2][CH2:3][CH2:4][CH2:5][CH2:6][CH2:7][CH3:8].[K].OO.[O-:30][Mn](=O)(=O)=O.[K+].